From a dataset of NCI-60 drug combinations with 297,098 pairs across 59 cell lines. Regression. Given two drug SMILES strings and cell line genomic features, predict the synergy score measuring deviation from expected non-interaction effect. Drug 2: CC(C)NC(=O)C1=CC=C(C=C1)CNNC.Cl. Cell line: SF-295. Drug 1: C1C(C(OC1N2C=C(C(=O)NC2=O)F)CO)O. Synergy scores: CSS=17.6, Synergy_ZIP=-7.15, Synergy_Bliss=-3.52, Synergy_Loewe=-34.9, Synergy_HSA=-4.55.